From a dataset of Peptide-MHC class I binding affinity with 185,985 pairs from IEDB/IMGT. Regression. Given a peptide amino acid sequence and an MHC pseudo amino acid sequence, predict their binding affinity value. This is MHC class I binding data. (1) The peptide sequence is FLPSDYFPSV. The MHC is HLA-B45:01 with pseudo-sequence HLA-B45:01. The binding affinity (normalized) is 0. (2) The peptide sequence is CTNTFVLKK. The MHC is HLA-A03:01 with pseudo-sequence HLA-A03:01. The binding affinity (normalized) is 0.790. (3) The peptide sequence is HMIAGVLFTF. The MHC is HLA-B15:01 with pseudo-sequence HLA-B15:01. The binding affinity (normalized) is 0.935.